Dataset: Reaction yield outcomes from USPTO patents with 853,638 reactions. Task: Predict the reaction yield, written as a fraction of the theoretical maximum amount of product (1.0 means a 100% yield; for example, 0.34 means a 34% yield). The reactants are [CH3:1][O:2][CH2:3][N:4]1[C:12]2[C:7](=[CH:8][CH:9]=[CH:10][C:11]=2[NH:13][S:14]([C:17]2[CH:22]=[CH:21][CH:20]=[CH:19][N:18]=2)(=[O:16])=[O:15])[CH:6]=[C:5]1[C:23]([O:25]CC)=[O:24].[OH-].[K+].C(O)(=O)CC(CC(O)=O)(C(O)=O)O. The catalyst is O1CCCC1.CO. The product is [CH3:1][O:2][CH2:3][N:4]1[C:12]2[C:7](=[CH:8][CH:9]=[CH:10][C:11]=2[NH:13][S:14]([C:17]2[CH:22]=[CH:21][CH:20]=[CH:19][N:18]=2)(=[O:16])=[O:15])[CH:6]=[C:5]1[C:23]([OH:25])=[O:24]. The yield is 0.910.